Dataset: Forward reaction prediction with 1.9M reactions from USPTO patents (1976-2016). Task: Predict the product of the given reaction. Given the reactants [OH:1][CH:2]1[CH2:7][CH2:6][CH2:5][CH2:4][CH:3]1[NH:8][C:9](=[O:19])[CH2:10]P(=O)(OCC)OCC.[Li+].CC([N-]C(C)C)C.[F:28][C:29]1[CH:34]=[CH:33][C:32]([S:35][C:36]2[CH:43]=[CH:42][CH:41]=[CH:40][C:37]=2[CH:38]=O)=[CH:31][CH:30]=1.O, predict the reaction product. The product is: [F:28][C:29]1[CH:30]=[CH:31][C:32]([S:35][C:36]2[CH:43]=[CH:42][CH:41]=[CH:40][C:37]=2/[CH:38]=[CH:10]/[C:9]([NH:8][CH:3]2[CH2:4][CH2:5][CH2:6][CH2:7][CH:2]2[OH:1])=[O:19])=[CH:33][CH:34]=1.